From a dataset of TCR-epitope binding with 47,182 pairs between 192 epitopes and 23,139 TCRs. Binary Classification. Given a T-cell receptor sequence (or CDR3 region) and an epitope sequence, predict whether binding occurs between them. (1) The epitope is VSFIEFVGW. The TCR CDR3 sequence is CATTQTSDRGRIQPQHF. Result: 0 (the TCR does not bind to the epitope). (2) The TCR CDR3 sequence is CASSSPYAPDTQYF. The epitope is FADDLNQLTGY. Result: 0 (the TCR does not bind to the epitope). (3) The epitope is FPRPWLHGL. The TCR CDR3 sequence is CASSLVSAGTAFTDTQYF. Result: 0 (the TCR does not bind to the epitope). (4) The epitope is KLGGALQAK. The TCR CDR3 sequence is CASSYLGDNNQPQHF. Result: 1 (the TCR binds to the epitope). (5) The epitope is FADDLNQLTGY. The TCR CDR3 sequence is CATSDLQGGTQYF. Result: 0 (the TCR does not bind to the epitope). (6) The epitope is LLFNKVTLA. The TCR CDR3 sequence is CSVGTGGTNEKLFF. Result: 0 (the TCR does not bind to the epitope). (7) Result: 1 (the TCR binds to the epitope). The TCR CDR3 sequence is CASSEAVLGGNSYEQYF. The epitope is LLWNGPMAV. (8) The epitope is KPLEFGATSAAL. The TCR CDR3 sequence is CSARAGVEQYF. Result: 0 (the TCR does not bind to the epitope). (9) The epitope is AYILFTRFFYV. The TCR CDR3 sequence is CASSYPGAGNIQYF. Result: 0 (the TCR does not bind to the epitope). (10) The epitope is LPPIVAKEI. The TCR CDR3 sequence is CASSPRDRDFNYGYTF. Result: 1 (the TCR binds to the epitope).